This data is from Full USPTO retrosynthesis dataset with 1.9M reactions from patents (1976-2016). The task is: Predict the reactants needed to synthesize the given product. (1) The reactants are: [NH2:1][C:2]1[C:3]([C:14]([NH2:16])=[O:15])=[N:4][N:5]([C:7]2[CH:12]=[CH:11][CH:10]=[C:9]([Br:13])[CH:8]=2)[CH:6]=1.[S-:17][C:18]#[N:19].[NH4+]. Given the product [NH2:19][C:18]([NH:1][C:2]1[C:3]([C:14]([NH2:16])=[O:15])=[N:4][N:5]([C:7]2[CH:12]=[CH:11][CH:10]=[C:9]([Br:13])[CH:8]=2)[CH:6]=1)=[S:17], predict the reactants needed to synthesize it. (2) The reactants are: COC([C:5]1[C:6]([CH2:26][O:27][CH3:28])=[N:7][C:8]2[C:13]([C:14]=1[OH:15])=[CH:12][CH:11]=[C:10]([C:16]1[C:21]([C:22]([F:25])([F:24])[F:23])=[CH:20][CH:19]=[CH:18][N:17]=1)[N:9]=2)=O. Given the product [CH3:28][O:27][CH2:26][C:6]1[CH:5]=[C:14]([OH:15])[C:13]2[C:8](=[N:9][C:10]([C:16]3[C:21]([C:22]([F:25])([F:23])[F:24])=[CH:20][CH:19]=[CH:18][N:17]=3)=[CH:11][CH:12]=2)[N:7]=1, predict the reactants needed to synthesize it. (3) The reactants are: C(=O)([O-])O.[Na+].Cl.[NH2:7][OH:8].[F:9][C:10]([F:27])([F:26])[C:11]1[CH:16]=[CH:15][CH:14]=[C:13]([F:17])[C:12]=1[C:18]1[CH:23]=[CH:22][N:21]=[C:20]([C:24]#[N:25])[CH:19]=1. Given the product [F:27][C:10]([F:26])([F:9])[C:11]1[CH:16]=[CH:15][CH:14]=[C:13]([F:17])[C:12]=1[C:18]1[CH:23]=[CH:22][N:21]=[C:20]([C:24](=[N:7][OH:8])[NH2:25])[CH:19]=1, predict the reactants needed to synthesize it. (4) Given the product [CH3:39][O:38][C:37]1[CH:36]=[C:35]([CH3:40])[NH:34][C:33](=[O:41])[C:32]=1[CH2:31][NH:30][C:25]([C:18]1[C:19]2[C:24](=[CH:23][CH:22]=[CH:21][CH:20]=2)[N:16]([CH:14]([CH:11]2[CH2:10][CH2:9][N:8]([C:6]([O:5][C:1]([CH3:2])([CH3:4])[CH3:3])=[O:7])[CH2:13][CH2:12]2)[CH3:15])[C:17]=1[CH3:28])=[O:26], predict the reactants needed to synthesize it. The reactants are: [C:1]([O:5][C:6]([N:8]1[CH2:13][CH2:12][CH:11]([CH:14]([N:16]2[C:24]3[C:19](=[CH:20][CH:21]=[CH:22][CH:23]=3)[C:18]([C:25](O)=[O:26])=[C:17]2[CH3:28])[CH3:15])[CH2:10][CH2:9]1)=[O:7])([CH3:4])([CH3:3])[CH3:2].Cl.[NH2:30][CH2:31][C:32]1[C:33](=[O:41])[NH:34][C:35]([CH3:40])=[CH:36][C:37]=1[O:38][CH3:39].CN(C=O)C.CCN(C(C)C)C(C)C.CCOC(C(C#N)=NOC(N1CCOCC1)=[N+](C)C)=O.F[P-](F)(F)(F)(F)F. (5) Given the product [C:17]([O:3][C:4]1[CH:5]=[C:6](/[CH:12]=[CH:13]/[C:14]([OH:16])=[O:15])[CH:7]=[CH:8][C:9]=1[O:10][CH3:11])(=[O:19])[CH3:18], predict the reactants needed to synthesize it. The reactants are: [H-].[Na+].[OH:3][C:4]1[CH:5]=[C:6](/[CH:12]=[CH:13]/[C:14]([OH:16])=[O:15])[CH:7]=[CH:8][C:9]=1[O:10][CH3:11].[C:17](OC(=O)C)(=[O:19])[CH3:18]. (6) Given the product [CH2:1]([O:3][C:4](=[O:35])[CH:5]([C:9]1[C:14]([F:15])=[CH:13][C:12]([OH:16])=[CH:11][C:10]=1[F:34])[O:6][CH2:7][CH3:8])[CH3:2], predict the reactants needed to synthesize it. The reactants are: [CH2:1]([O:3][C:4](=[O:35])[CH:5]([C:9]1[C:14]([F:15])=[CH:13][C:12]([O:16][Si](C(C)(C)C)(C2C=CC=CC=2)C2C=CC=CC=2)=[CH:11][C:10]=1[F:34])[O:6][CH2:7][CH3:8])[CH3:2].CCCC[N+](CCCC)(CCCC)CCCC.[F-].O.